Predict which catalyst facilitates the given reaction. From a dataset of Catalyst prediction with 721,799 reactions and 888 catalyst types from USPTO. (1) The catalyst class is: 2. Reactant: [Si:1]([O:8][CH2:9][CH2:10][CH2:11][CH2:12][C:13]1[CH:14]=[C:15]([CH:17]=[CH:18][CH:19]=1)[NH2:16])([C:4]([CH3:7])([CH3:6])[CH3:5])([CH3:3])[CH3:2].ClC(Cl)(Cl)[C:22]([N:24]=C=O)=[O:23].[OH-].[Na+]. Product: [Si:1]([O:8][CH2:9][CH2:10][CH2:11][CH2:12][C:13]1[CH:14]=[C:15]([NH:16][C:22]([NH2:24])=[O:23])[CH:17]=[CH:18][CH:19]=1)([C:4]([CH3:7])([CH3:6])[CH3:5])([CH3:3])[CH3:2]. (2) Reactant: C[O:2][C:3]12[CH2:9][C:6]([CH2:10][CH2:11][CH:12]([CH3:18])[C:13]([O:15][CH2:16][CH3:17])=[O:14])([CH2:7][CH2:8]1)[CH2:5][CH2:4]2.[Si](I)(C)(C)C. Product: [OH:2][C:3]12[CH2:9][C:6]([CH2:10][CH2:11][CH:12]([CH3:18])[C:13]([O:15][CH2:16][CH3:17])=[O:14])([CH2:5][CH2:4]1)[CH2:7][CH2:8]2. The catalyst class is: 23.